From a dataset of Reaction yield outcomes from USPTO patents with 853,638 reactions. Predict the reaction yield, written as a fraction of the theoretical maximum amount of product (1.0 means a 100% yield; for example, 0.34 means a 34% yield). (1) The reactants are [Cl:1][C:2]1[CH:7]=[CH:6][CH:5]=[C:4]([Cl:8])[C:3]=1[N:9]1[C:13]([C:14]2[S:18][C:17]([NH2:19])=[N:16][CH:15]=2)=[CH:12][C:11]([CH:20]([F:22])[F:21])=[N:10]1.C(N(CC)C(C)C)(C)C.Cl.[CH3:33][N:34]([CH3:41])[CH2:35][CH2:36][CH2:37][C:38](O)=[O:39]. The catalyst is C(OC(C)C)(=O)C. The product is [Cl:8][C:4]1[CH:5]=[CH:6][CH:7]=[C:2]([Cl:1])[C:3]=1[N:9]1[C:13]([C:14]2[S:18][C:17]([NH:19][C:38](=[O:39])[CH2:37][CH2:36][CH2:35][N:34]([CH3:41])[CH3:33])=[N:16][CH:15]=2)=[CH:12][C:11]([CH:20]([F:21])[F:22])=[N:10]1. The yield is 0.620. (2) The reactants are [C:1]([O:5][C:6]([N:8]1[CH2:13][CH2:12][O:11][C@H:10]([CH2:14][C:15]2[CH:20]=[CH:19][C:18]([O:21][CH3:22])=[C:17](Br)[CH:16]=2)[CH2:9]1)=[O:7])([CH3:4])([CH3:3])[CH3:2].CO[CH2:26][CH2:27]OC.[Cl-].[Li+].C([Sn](CCCC)(CCCC)C=C)CCC.[OH-].[Na+]. No catalyst specified. The product is [C:1]([O:5][C:6]([N:8]1[CH2:13][CH2:12][O:11][C@H:10]([CH2:14][C:15]2[CH:20]=[CH:19][C:18]([O:21][CH3:22])=[C:17]([CH:26]=[CH2:27])[CH:16]=2)[CH2:9]1)=[O:7])([CH3:4])([CH3:3])[CH3:2]. The yield is 0.830. (3) The reactants are C([O-])([O-])=O.[K+].[K+].[Cl:7][C:8]1[C:15]([CH2:16]C)=[C:14](F)[CH:13]=[CH:12][C:9]=1[C:10]#[N:11].[NH2:19][C@@H:20]([C:24]([OH:26])=[O:25])[C@@H:21]([CH3:23])[OH:22].O. The catalyst is CS(C)=O. The product is [Cl:7][C:8]1[C:15]([CH3:16])=[C:14]([NH:19][C@H:20]([C@H:21]([OH:22])[CH3:23])[C:24]([OH:26])=[O:25])[CH:13]=[CH:12][C:9]=1[C:10]#[N:11]. The yield is 0.320.